From a dataset of Peptide-MHC class II binding affinity with 134,281 pairs from IEDB. Regression. Given a peptide amino acid sequence and an MHC pseudo amino acid sequence, predict their binding affinity value. This is MHC class II binding data. (1) The peptide sequence is GELQIVMKIDAAFKI. The MHC is DRB1_1501 with pseudo-sequence DRB1_1501. The binding affinity (normalized) is 0.541. (2) The peptide sequence is VQTAVDFGNSYIAEM. The MHC is DRB1_0801 with pseudo-sequence DRB1_0801. The binding affinity (normalized) is 0. (3) The peptide sequence is DQAMEDIKQMEAESI. The MHC is HLA-DPA10201-DPB10501 with pseudo-sequence HLA-DPA10201-DPB10501. The binding affinity (normalized) is 0.182. (4) The peptide sequence is GELRIVDKIDAAFKI. The MHC is DRB1_1101 with pseudo-sequence DRB1_1101. The binding affinity (normalized) is 0.567.